This data is from Cav3 T-type calcium channel HTS with 100,875 compounds. The task is: Binary Classification. Given a drug SMILES string, predict its activity (active/inactive) in a high-throughput screening assay against a specified biological target. (1) The drug is o1c(nc2n(ncc2c1=O)c1ccccc1)c1ccc(cc1)C. The result is 0 (inactive). (2) The drug is O=C(NCC(C)C)c1c2CCc3c(c2nc2c1cccc2)cccc3. The result is 0 (inactive). (3) The compound is Clc1c(cc(NC(=O)c2occc2)cc1)C(=O)Nc1nc(ccc1)C. The result is 0 (inactive).